This data is from Catalyst prediction with 721,799 reactions and 888 catalyst types from USPTO. The task is: Predict which catalyst facilitates the given reaction. (1) Reactant: Cl.[Br:2][C:3]1[CH:4]=[C:5]([C:9](=[NH:12])OC)[CH:6]=[CH:7][CH:8]=1.[CH:13]([NH:15][NH2:16])=O.O. Product: [Br:2][C:3]1[CH:4]=[C:5]([C:9]2[N:12]=[CH:13][NH:15][N:16]=2)[CH:6]=[CH:7][CH:8]=1. The catalyst class is: 17. (2) Reactant: [C:1]1([CH3:14])[CH:6]=[CH:5][CH:4]=[C:3]([C:7]2([C:10]([F:13])([F:12])[F:11])[N:9]=[N:8]2)[CH:2]=1.[Br:15]N1C(=O)CCC1=O.CC(N=NC(C#N)(C)C)(C#N)C. Product: [Br:15][CH2:14][C:1]1[CH:2]=[C:3]([C:7]2([C:10]([F:12])([F:11])[F:13])[N:9]=[N:8]2)[CH:4]=[CH:5][CH:6]=1. The catalyst class is: 53. (3) Reactant: [C:1]([O:5][C:6](=[O:17])[NH:7][CH:8]([C:10]1[CH:11]=[N:12][C:13]([F:16])=[CH:14][CH:15]=1)[CH3:9])([CH3:4])([CH3:3])[CH3:2].C([Li])(C)(C)C.[I:23]I.O. Product: [C:1]([O:5][C:6](=[O:17])[NH:7][CH:8]([C:10]1[CH:11]=[N:12][C:13]([F:16])=[CH:14][C:15]=1[I:23])[CH3:9])([CH3:2])([CH3:3])[CH3:4]. The catalyst class is: 1. (4) Reactant: [CH3:1][O:2][C:3](=[O:13])[C:4]1[CH:9]=[CH:8][C:7]([NH:10][CH3:11])=[C:6]([NH2:12])[CH:5]=1.[NH2:14][C:15]1[S:16][C:17]2[CH:23]=[C:22]([Cl:24])[CH:21]=[CH:20][C:18]=2[N:19]=1.[C:25](N1C=CN=C1)(N1C=CN=C1)=S. The catalyst class is: 344. Product: [CH3:1][O:2][C:3]([C:4]1[CH:9]=[CH:8][C:7]2[N:10]([CH3:25])[C:11]([NH:14][C:15]3[S:16][C:17]4[CH:23]=[C:22]([Cl:24])[CH:21]=[CH:20][C:18]=4[N:19]=3)=[N:12][C:6]=2[CH:5]=1)=[O:13]. (5) Reactant: Cl[CH2:2][C:3]1[N:7]([CH3:8])[N:6]=[CH:5][CH:4]=1.[C-:9]#[N:10].[K+]. Product: [CH3:8][N:7]1[C:3]([CH2:2][C:9]#[N:10])=[CH:4][CH:5]=[N:6]1. The catalyst class is: 144. (6) Reactant: [NH2:1][C:2]1[N:7]=[CH:6][N:5]=[C:4]2[N:8]([CH:12]3[CH2:17][CH2:16][N:15](C(OC(C)(C)C)=O)[CH2:14][CH2:13]3)[N:9]=[C:10]([I:11])[C:3]=12.[ClH:25]. Product: [ClH:25].[ClH:25].[I:11][C:10]1[C:3]2[C:4](=[N:5][CH:6]=[N:7][C:2]=2[NH2:1])[N:8]([CH:12]2[CH2:17][CH2:16][NH:15][CH2:14][CH2:13]2)[N:9]=1. The catalyst class is: 21. (7) The catalyst class is: 145. Reactant: Cl[C:2]1[CH:7]=[CH:6][C:5]([CH:8]([C:36]2[CH:41]=[CH:40][C:39]([Cl:42])=[CH:38][CH:37]=2)[C:9]2[CH:10]=[C:11]3[C:16](=[CH:17][CH:18]=2)[N:15]=[CH:14]N=[C:12]3[NH:19][CH:20]2[CH2:25][CH2:24][N:23]([C:26]3[CH:31]=[CH:30][C:29]([CH2:32][C:33]([OH:35])=O)=[CH:28][CH:27]=3)[CH2:22][CH2:21]2)=[CH:4][CH:3]=1.C[N:44](C(ON1N=NC2C=CC=NC1=2)=[N+](C)C)C.F[P-](F)(F)(F)(F)F.[NH4+:67].[Cl-:68].CCN(C(C)C)C(C)C. Product: [Cl:68][C:2]1[CH:3]=[CH:4][C:5]([CH:8]([C:36]2[CH:41]=[CH:40][C:39]([Cl:42])=[CH:38][CH:37]=2)[C:9]2[CH:10]=[C:11]3[C:16](=[CH:17][CH:18]=2)[N:15]=[CH:14][N:67]=[C:12]3[NH:19][CH:20]2[CH2:25][CH2:24][N:23]([C:26]3[CH:27]=[CH:28][C:29]([CH2:32][C:33]([NH2:44])=[O:35])=[CH:30][CH:31]=3)[CH2:22][CH2:21]2)=[CH:6][CH:7]=1. (8) Reactant: [F:1][C:2]1[CH:3]=[CH:4][C:5]([OH:12])=[C:6]([CH:11]=1)[C:7](OC)=[O:8].O=O.[H-].[Al+3].[Li+].[H-].[H-].[H-].[Cl-].[NH4+]. Product: [F:1][C:2]1[CH:3]=[CH:4][C:5]([OH:12])=[C:6]([CH2:7][OH:8])[CH:11]=1. The catalyst class is: 266. (9) Reactant: [Br:1][C:2]1[N:3]=[C:4](Br)[C:5]2[C:10]([CH:11]=1)=[CH:9][CH:8]=[CH:7][CH:6]=2.[N:13]1([C:20]([O:22][C:23]([CH3:26])([CH3:25])[CH3:24])=[O:21])[CH2:19][CH2:18][CH2:17][NH:16][CH2:15][CH2:14]1.C(=O)([O-])[O-].[K+].[K+]. Product: [Br:1][C:2]1[N:3]=[C:4]([N:16]2[CH2:17][CH2:18][CH2:19][N:13]([C:20]([O:22][C:23]([CH3:26])([CH3:25])[CH3:24])=[O:21])[CH2:14][CH2:15]2)[C:5]2[C:10]([CH:11]=1)=[CH:9][CH:8]=[CH:7][CH:6]=2. The catalyst class is: 3.